From a dataset of Forward reaction prediction with 1.9M reactions from USPTO patents (1976-2016). Predict the product of the given reaction. (1) Given the reactants [F:1][C:2]([F:22])([F:21])[C:3]1[CH:11]=[C:10]2[C:6]([CH:7]=[N:8][NH:9]2)=[C:5]([C:12]2[CH:17]=[CH:16][N:15]=[C:14]([C:18]([OH:20])=O)[CH:13]=2)[CH:4]=1.[Cl-].[NH4+].C1C=CC2N([OH:34])N=[N:31]C=2C=1.C(Cl)CCl.C(N(C(C)C)C(C)C)C.CN([CH:51]=[O:52])C, predict the reaction product. The product is: [C:51]([OH:52])([C:2]([F:22])([F:21])[F:1])=[O:34].[F:21][C:2]([F:1])([F:22])[C:3]1[CH:11]=[C:10]2[C:6]([CH:7]=[N:8][NH:9]2)=[C:5]([C:12]2[CH:17]=[CH:16][N:15]=[C:14]([C:18]([NH2:31])=[O:20])[CH:13]=2)[CH:4]=1. (2) The product is: [C:27]([O:26][C:24]([N:21]1[CH2:20][CH:19]=[C:18]([C:2]2[C:3]([NH2:9])=[N:4][CH:5]=[C:6]([Br:8])[N:7]=2)[CH2:23][CH2:22]1)=[O:25])([CH3:30])([CH3:28])[CH3:29]. Given the reactants Br[C:2]1[C:3]([NH2:9])=[N:4][CH:5]=[C:6]([Br:8])[N:7]=1.CC1(C)C(C)(C)OB([C:18]2[CH2:23][CH2:22][N:21]([C:24]([O:26][C:27]([CH3:30])([CH3:29])[CH3:28])=[O:25])[CH2:20][CH:19]=2)O1.COCOC.C(=O)([O-])[O-].[Na+].[Na+].O, predict the reaction product. (3) The product is: [F:35][C:33]1[CH:34]=[C:29]([CH:30]=[C:31]([CH:36]([NH:38][C:7]([C:6]2[S:5][C:4]3[CH:10]=[CH:11][CH:12]=[CH:13][C:3]=3[C:2]=2[CH3:1])=[O:9])[CH3:37])[CH:32]=1)[O:28][C:25]1[CH:26]=[CH:27][C:22]([O:21][C:18]([CH3:19])([CH3:20])[C:17]([OH:40])=[O:16])=[C:23]([CH3:39])[CH:24]=1. Given the reactants [CH3:1][C:2]1[C:3]2[CH:13]=[CH:12][CH:11]=[CH:10][C:4]=2[S:5][C:6]=1[C:7]([OH:9])=O.C([O:16][C:17](=[O:40])[C:18]([O:21][C:22]1[CH:27]=[CH:26][C:25]([O:28][C:29]2[CH:34]=[C:33]([F:35])[CH:32]=[C:31]([CH:36]([NH2:38])[CH3:37])[CH:30]=2)=[CH:24][C:23]=1[CH3:39])([CH3:20])[CH3:19])C, predict the reaction product. (4) Given the reactants [CH3:1][O:2][C:3](=[O:25])[CH2:4][C@H:5]1[CH2:10][CH2:9][C@H:8]([C:11]2[CH:16]=[CH:15][C:14](OS(C(F)(F)F)(=O)=O)=[CH:13][CH:12]=2)[CH2:7][CH2:6]1.[C:26]([Si:30]([CH3:36])([CH3:35])[O:31][CH2:32][CH2:33][NH2:34])([CH3:29])([CH3:28])[CH3:27].C(=O)([O-])[O-].[Cs+].[Cs+].CC(C1C=C(C(C)C)C(C2C=CC=CC=2P(C2CCCCC2)C2CCCCC2)=C(C(C)C)C=1)C, predict the reaction product. The product is: [CH3:1][O:2][C:3](=[O:25])[CH2:4][C@H:5]1[CH2:10][CH2:9][C@H:8]([C:11]2[CH:16]=[CH:15][C:14]([NH:34][CH2:33][CH2:32][O:31][Si:30]([C:26]([CH3:29])([CH3:28])[CH3:27])([CH3:36])[CH3:35])=[CH:13][CH:12]=2)[CH2:7][CH2:6]1. (5) Given the reactants [CH3:1][O:2][C:3]([C@H:5]1[CH2:10][CH2:9][C@H:8]([C:11]([OH:13])=O)[CH2:7][CH2:6]1)=[O:4].C(Cl)(=O)C(Cl)=O.C[Si](C)(C)[C:22]1[S:23][CH:24]=[CH:25][N:26]=1.C(=O)(O)[O-].[Na+], predict the reaction product. The product is: [S:23]1[CH:24]=[CH:25][N:26]=[C:22]1[C:11]([C@H:8]1[CH2:7][CH2:6][C@H:5]([C:3]([O:2][CH3:1])=[O:4])[CH2:10][CH2:9]1)=[O:13]. (6) Given the reactants C(N(CC)CC)C.[C:8]([O:12][C:13]([N:15]1[CH2:20][CH2:19][C:18](=[CH2:21])[CH2:17][CH2:16]1)=[O:14])([CH3:11])([CH3:10])[CH3:9].[CH2:22]([O:24][C:25](=[O:30])[C:26](Cl)=[N:27][OH:28])[CH3:23], predict the reaction product. The product is: [CH2:22]([O:24][C:25]([C:26]1[CH2:21][C:18]2([CH2:19][CH2:20][N:15]([C:13]([O:12][C:8]([CH3:11])([CH3:10])[CH3:9])=[O:14])[CH2:16][CH2:17]2)[O:28][N:27]=1)=[O:30])[CH3:23]. (7) Given the reactants [I:1][C:2]1[CH:10]=[C:6]([C:7](O)=[O:8])[C:5]([OH:11])=[CH:4][CH:3]=1.B.CSC, predict the reaction product. The product is: [OH:8][CH2:7][C:6]1[CH:10]=[C:2]([I:1])[CH:3]=[CH:4][C:5]=1[OH:11].